This data is from Forward reaction prediction with 1.9M reactions from USPTO patents (1976-2016). The task is: Predict the product of the given reaction. (1) Given the reactants [CH:1]1([CH2:4][O:5][C:6]2[CH:11]=[CH:10][C:9]([CH2:12][CH3:13])=[CH:8][C:7]=2[C:14]2[C:15]3[N:22]([CH2:23][O:24][CH2:25][CH2:26][Si:27]([CH3:30])([CH3:29])[CH3:28])[C:21]([CH3:31])=[C:20]([C:32](O)=[O:33])[C:16]=3[N:17]=[CH:18][N:19]=2)[CH2:3][CH2:2]1.[NH2:35][C@H:36]1[C@H:40]([OH:41])[CH2:39][N:38]([C:42]([O:44][C:45]([CH3:48])([CH3:47])[CH3:46])=[O:43])[CH2:37]1, predict the reaction product. The product is: [CH:1]1([CH2:4][O:5][C:6]2[CH:11]=[CH:10][C:9]([CH2:12][CH3:13])=[CH:8][C:7]=2[C:14]2[C:15]3[N:22]([CH2:23][O:24][CH2:25][CH2:26][Si:27]([CH3:30])([CH3:29])[CH3:28])[C:21]([CH3:31])=[C:20]([C:32]([NH:35][C@H:36]4[C@H:40]([OH:41])[CH2:39][N:38]([C:42]([O:44][C:45]([CH3:48])([CH3:47])[CH3:46])=[O:43])[CH2:37]4)=[O:33])[C:16]=3[N:17]=[CH:18][N:19]=2)[CH2:2][CH2:3]1. (2) Given the reactants [Cl:1][C:2]1[C:7]([Cl:8])=[C:6]([C:9]2[CH:14]=[CH:13][C:12]([Cl:15])=[CH:11][CH:10]=2)[N:5]=[C:4]([C:16]([O:18]C(C)C)=[O:17])[CH:3]=1.C(O)(C)C.[OH-].[K+], predict the reaction product. The product is: [Cl:1][C:2]1[C:7]([Cl:8])=[C:6]([C:9]2[CH:10]=[CH:11][C:12]([Cl:15])=[CH:13][CH:14]=2)[N:5]=[C:4]([C:16]([OH:18])=[O:17])[CH:3]=1. (3) Given the reactants C(NC(C)C)(C)C.[Li].[Br:9][C:10]1[CH:22]=[CH:21][C:13]([C:14]([N:16]([CH2:19][CH3:20])[CH2:17][CH3:18])=[O:15])=[C:12]([CH3:23])[CH:11]=1.CON(C)[C:27](=[O:29])[CH3:28], predict the reaction product. The product is: [Br:9][C:10]1[CH:22]=[CH:21][C:13]([C:14]([N:16]([CH2:17][CH3:18])[CH2:19][CH3:20])=[O:15])=[C:12]([CH2:23][C:27](=[O:29])[CH3:28])[CH:11]=1. (4) The product is: [CH2:22]([O:21][P:20]([CH:11]1[C:10](=[O:19])[N:9]2[C@H:14]([CH2:15][CH2:16][CH2:17][C@H:8]2[C:3]2[CH:4]=[CH:5][CH:6]=[CH:7][C:2]=2[F:1])[CH2:13][CH2:12]1)(=[O:27])[O:24][CH2:25][CH3:26])[CH3:23]. Given the reactants [F:1][C:2]1[CH:7]=[CH:6][CH:5]=[CH:4][C:3]=1[C@H:8]1[CH2:17][CH2:16][CH2:15][C@@H:14]2[N:9]1[C:10](=[O:19])[CH:11](I)[CH2:12][CH2:13]2.[P:20]([O:27]CC)([O:24][CH2:25][CH3:26])[O:21][CH2:22][CH3:23], predict the reaction product. (5) Given the reactants [CH3:1][O:2][C:3]1[CH:4]=[C:5]([SH:9])[CH:6]=[CH:7][CH:8]=1.[C:10]1([CH:16]2[CH2:21]CO[C:17]2=O)[CH:15]=[CH:14][CH:13]=[CH:12][CH:11]=1.[C:22](=[O:25])([O-])[O-:23].[K+].[K+].[C:28](O)(=O)[CH2:29]C(CC(O)=O)(C(O)=O)O, predict the reaction product. The product is: [CH3:1][O:2][C:3]1[CH:4]=[C:5]([S:9][CH2:21][CH:16]([C:10]2[CH:11]=[CH:12][CH:13]=[CH:14][CH:15]=2)[CH2:17][C:22]([O:23][CH2:28][CH3:29])=[O:25])[CH:6]=[CH:7][CH:8]=1. (6) Given the reactants [NH2:1][C:2]1[C:3](Br)=[N:4][C:5]([Br:11])=[CH:6][C:7]=1[C:8](=[O:10])[CH3:9].[C:13]([C:15]1[CH:20]=[CH:19][N:18]=[C:17]([NH:21][C:22](=[O:24])[CH3:23])[CH:16]=1)#[CH:14], predict the reaction product. The product is: [C:8]([C:7]1[CH:6]=[C:5]([Br:11])[N:4]=[C:3]([C:14]#[C:13][C:15]2[CH:20]=[CH:19][N:18]=[C:17]([NH:21][C:22](=[O:24])[CH3:23])[CH:16]=2)[C:2]=1[NH2:1])(=[O:10])[CH3:9].